Dataset: Catalyst prediction with 721,799 reactions and 888 catalyst types from USPTO. Task: Predict which catalyst facilitates the given reaction. (1) The catalyst class is: 30. Product: [O:12]=[C:11]1[CH:10]([C:13]([O:14][CH3:15])=[O:16])[CH2:9][CH2:8][CH2:7][C:6]2[CH:1]=[CH:2][CH:3]=[CH:4][C:5]1=2. Reactant: [CH:1]1[C:6]2[CH2:7][CH2:8][CH2:9][CH2:10][C:11](=[O:12])[C:5]=2[CH:4]=[CH:3][CH:2]=1.[C:13](=O)([O:16]C)[O:14][CH3:15].[H-].[Na+].Cl. (2) The catalyst class is: 31. Product: [C:13]1([CH2:12][C:11]([NH:10][CH2:9][C:8]2[CH:20]=[CH:21][C:5]([C:3]3[N:4]=[C:25]([C:24]([N:40]4[CH2:44][CH2:43][CH2:42][CH2:38][CH2:39]4)=[O:23])[O:1][N:2]=3)=[CH:6][CH:7]=2)=[O:19])[CH:14]=[CH:15][CH:16]=[CH:17][CH:18]=1. Reactant: [OH:1][NH:2][C:3]([C:5]1[CH:21]=[CH:20][C:8]([CH2:9][NH:10][C:11](=[O:19])[CH2:12][C:13]2[CH:18]=[CH:17][CH:16]=[CH:15][CH:14]=2)=[CH:7][CH:6]=1)=[NH:4].C[O:23][C:24](=O)[C:25](Cl)=O.CCN(C(C)C)C(C)C.[CH2:38]1[CH:42]2[CH:43](C3ON=C(N)N=3)[CH2:44][N:40](C2)[CH2:39]1. (3) Reactant: [CH3:1][O:2][CH:3]([O:15][CH3:16])[C:4](=O)[CH2:5][C:6]([C:8]1[CH:13]=[CH:12][CH:11]=[CH:10][N:9]=1)=O.O.[NH2:18][NH2:19]. Product: [CH3:1][O:2][CH:3]([O:15][CH3:16])[C:4]1[NH:19][N:18]=[C:6]([C:8]2[CH:13]=[CH:12][CH:11]=[CH:10][N:9]=2)[CH:5]=1. The catalyst class is: 8. (4) Reactant: [CH3:1][O:2][C:3]1[CH:10]=[CH:9][C:6]([CH2:7][Cl:8])=[CH:5][CH:4]=1.[C:11]1([P:17]([C:24]2[CH:29]=[CH:28][CH:27]=[CH:26][CH:25]=2)[C:18]2[CH:23]=[CH:22][CH:21]=[CH:20][CH:19]=2)[CH:16]=[CH:15][CH:14]=[CH:13][CH:12]=1. Product: [Cl-:8].[CH3:1][O:2][C:3]1[CH:10]=[CH:9][C:6]([CH2:7][P+:17]([C:18]2[CH:19]=[CH:20][CH:21]=[CH:22][CH:23]=2)([C:24]2[CH:29]=[CH:28][CH:27]=[CH:26][CH:25]=2)[C:11]2[CH:12]=[CH:13][CH:14]=[CH:15][CH:16]=2)=[CH:5][CH:4]=1. The catalyst class is: 691. (5) Reactant: [Cl:1][C:2]1[O:6][N:5]=[C:4]([C:7]([OH:9])=O)[CH:3]=1.O=S(Cl)[Cl:12]. Product: [Cl:1][C:2]1[O:6][N:5]=[C:4]([C:7]([Cl:12])=[O:9])[CH:3]=1. The catalyst class is: 22. (6) Reactant: C([N:8]1[CH2:13][CH2:12][N:11](C(OC(C)(C)C)=O)[C@H:10]([C:21]2[CH:26]=[CH:25][C:24]([Cl:27])=[CH:23][CH:22]=2)[CH2:9]1)C1C=CC=CC=1.[Cl:28]C(OC(Cl)C)=O. Product: [ClH:27].[ClH:28].[Cl:27][C:24]1[CH:23]=[CH:22][C:21]([C@@H:10]2[CH2:9][NH:8][CH2:13][CH2:12][NH:11]2)=[CH:26][CH:25]=1. The catalyst class is: 26.